This data is from Forward reaction prediction with 1.9M reactions from USPTO patents (1976-2016). The task is: Predict the product of the given reaction. (1) Given the reactants [NH2:1][C:2]1[CH:3]=[C:4]([NH:8][C:9](=[O:15])[O:10][C:11]([CH3:14])([CH3:13])[CH3:12])[CH:5]=[CH:6][CH:7]=1.S(Cl)(Cl)=O.C(N(CC)CC)C.[N+:27]([C:30]1[CH:31]=[C:32]([CH2:36][C:37](O)=[O:38])[CH:33]=[CH:34][CH:35]=1)([O-:29])=[O:28], predict the reaction product. The product is: [N+:27]([C:30]1[CH:31]=[C:32]([CH2:36][C:37]([NH:1][C:2]2[CH:3]=[C:4]([NH:8][C:9](=[O:15])[O:10][C:11]([CH3:12])([CH3:14])[CH3:13])[CH:5]=[CH:6][CH:7]=2)=[O:38])[CH:33]=[CH:34][CH:35]=1)([O-:29])=[O:28]. (2) Given the reactants [CH:1]1([CH2:7][C:8]([NH2:10])=[O:9])[CH2:6][CH2:5][CH2:4][CH2:3][CH2:2]1.C(Cl)(=O)[C:12](Cl)=[O:13].[NH2:17][C:18]1[N:23]=[CH:22][C:21]([O:24][C:25]2[CH:30]=[CH:29][N:28]=[C:27]([NH:31][C:32](=[O:34])[CH3:33])[CH:26]=2)=[CH:20][CH:19]=1.O, predict the reaction product. The product is: [C:32]([NH:31][C:27]1[CH:26]=[C:25]([O:24][C:21]2[CH:20]=[CH:19][C:18]([NH:17][C:12]([NH:10][C:8](=[O:9])[CH2:7][CH:1]3[CH2:6][CH2:5][CH2:4][CH2:3][CH2:2]3)=[O:13])=[N:23][CH:22]=2)[CH:30]=[CH:29][N:28]=1)(=[O:34])[CH3:33]. (3) Given the reactants [Br:1][C:2]1[CH:10]=[C:9]2[C:5]([C:6](I)=[N:7][NH:8]2)=[CH:4][CH:3]=1.[C:12]([O:16][C:17]([N:19]1[C:27]2[C:22](=[CH:23][C:24]([CH2:28][O:29][Si:30]([C:33]([CH3:36])([CH3:35])[CH3:34])([CH3:32])[CH3:31])=[CH:25][CH:26]=2)[CH:21]=[C:20]1B(O)O)=[O:18])([CH3:15])([CH3:14])[CH3:13].[Cl-].[Li+].C(=O)([O-])[O-].[Na+].[Na+], predict the reaction product. The product is: [Br:1][C:2]1[CH:10]=[C:9]2[C:5]([C:6]([C:20]3[N:19]([C:17]([O:16][C:12]([CH3:15])([CH3:14])[CH3:13])=[O:18])[C:27]4[C:22]([CH:21]=3)=[CH:23][C:24]([CH2:28][O:29][Si:30]([C:33]([CH3:34])([CH3:35])[CH3:36])([CH3:32])[CH3:31])=[CH:25][CH:26]=4)=[N:7][NH:8]2)=[CH:4][CH:3]=1. (4) Given the reactants [Cl:1][C:2]1[CH:7]=[CH:6][C:5]([C:8]2([C:13]3[CH:14]=[C:15]4[C:20](=[CH:21][CH:22]=3)[NH:19][C:18](=[O:23])[CH:17]=[C:16]4[C:24]3[CH:29]=[CH:28][CH:27]=[C:26]([CH3:30])[CH:25]=3)OCC[O:9]2)=[CH:4][CH:3]=1, predict the reaction product. The product is: [Cl:1][C:2]1[CH:3]=[CH:4][C:5]([C:8]([C:13]2[CH:14]=[C:15]3[C:20](=[CH:21][CH:22]=2)[NH:19][C:18](=[O:23])[CH:17]=[C:16]3[C:24]2[CH:29]=[CH:28][CH:27]=[C:26]([CH3:30])[CH:25]=2)=[O:9])=[CH:6][CH:7]=1. (5) The product is: [N:1]1[C:2]([C:10]2[CH:15]=[CH:14][C:13]([NH:16][NH2:17])=[CH:12][CH:11]=2)=[CH:3][N:4]2[CH:9]=[CH:8][CH:7]=[CH:6][C:5]=12. Given the reactants [N:1]1[C:2]([C:10]2[CH:15]=[CH:14][C:13]([NH2:16])=[CH:12][CH:11]=2)=[CH:3][N:4]2[CH:9]=[CH:8][CH:7]=[CH:6][C:5]=12.[N:17]([O-])=O.[Na+].O.O.[Sn](Cl)(Cl)(Cl)Cl.N, predict the reaction product. (6) Given the reactants [CH2:1]([O:8][C:9]1[CH:14]=[CH:13][CH:12]=[CH:11][C:10]=1[C:15]1[N:20]=[C:19](Br)[C:18]([C:22]#[N:23])=[C:17]([CH:24]2[CH2:29][CH2:28][CH2:27][N:26]([C:30]([O:32][C:33]([CH3:36])([CH3:35])[CH3:34])=[O:31])[CH2:25]2)[CH:16]=1)[C:2]1[CH:7]=[CH:6][CH:5]=[CH:4][CH:3]=1.C(N(CC)CC)C.[CH2:44]([NH2:51])[C:45]1[CH:50]=[CH:49][CH:48]=[CH:47][CH:46]=1, predict the reaction product. The product is: [CH2:1]([O:8][C:9]1[CH:14]=[CH:13][CH:12]=[CH:11][C:10]=1[C:15]1[N:20]=[C:19]([NH:51][CH2:44][C:45]2[CH:50]=[CH:49][CH:48]=[CH:47][CH:46]=2)[C:18]([C:22]#[N:23])=[C:17]([CH:24]2[CH2:29][CH2:28][CH2:27][N:26]([C:30]([O:32][C:33]([CH3:36])([CH3:35])[CH3:34])=[O:31])[CH2:25]2)[CH:16]=1)[C:2]1[CH:7]=[CH:6][CH:5]=[CH:4][CH:3]=1. (7) Given the reactants [F:1][C:2]1[C:10]([C:11]#[C:12][CH2:13][CH2:14]O)=[CH:9][CH:8]=[C:7]2[C:3]=1[CH:4]=[N:5][N:6]2[CH:16]1[CH2:21][CH2:20][CH2:19][CH2:18][O:17]1.[B-](F)(F)(F)[F:23].CCN([S+](F)F)CC.C([O-])(O)=O.[Na+], predict the reaction product. The product is: [F:1][C:2]1[C:10]([C:11]#[C:12][CH2:13][CH2:14][F:23])=[CH:9][CH:8]=[C:7]2[C:3]=1[CH:4]=[N:5][N:6]2[CH:16]1[CH2:21][CH2:20][CH2:19][CH2:18][O:17]1. (8) The product is: [Cl:3][C:4]1[CH:9]=[CH:8][C:7]([N:10]([CH3:30])[C:11](=[O:29])[C:12]2[CH:17]=[CH:16][C:15]([O:18][CH2:19][CH2:20][CH2:21][N:22]3[CH2:23][CH2:24][N:25]([CH2:41][CH2:40][C:39]([CH3:44])([CH3:43])[CH3:38])[CH2:26][CH2:27]3)=[C:14]([F:28])[CH:13]=2)=[CH:6][CH:5]=1. Given the reactants Cl.Cl.[Cl:3][C:4]1[CH:9]=[CH:8][C:7]([N:10]([CH3:30])[C:11](=[O:29])[C:12]2[CH:17]=[CH:16][C:15]([O:18][CH2:19][CH2:20][CH2:21][N:22]3[CH2:27][CH2:26][NH:25][CH2:24][CH2:23]3)=[C:14]([F:28])[CH:13]=2)=[CH:6][CH:5]=1.C(N(CC)CC)C.[CH3:38][C:39]([CH3:44])([CH3:43])[CH2:40][CH:41]=O.C([BH3-])#N.[Na+], predict the reaction product. (9) Given the reactants N#N.I[C:4]1[C:5]([OH:13])=[N:6][CH:7]=[C:8]([N+:10]([O-:12])=[O:11])[CH:9]=1.[S:14]1[CH:18]=[CH:17][N:16]=[CH:15]1.C([O-])(=O)C.[K+], predict the reaction product. The product is: [N+:10]([C:8]1[CH:9]=[C:4]([C:18]2[S:14][CH:15]=[N:16][CH:17]=2)[C:5]([OH:13])=[N:6][CH:7]=1)([O-:12])=[O:11].